From a dataset of Reaction yield outcomes from USPTO patents with 853,638 reactions. Predict the reaction yield, written as a fraction of the theoretical maximum amount of product (1.0 means a 100% yield; for example, 0.34 means a 34% yield). (1) The reactants are [CH:1]1([NH:4][C:5]2[C:6]([CH3:19])=[N:7][C:8]3[C:13]([N:14]=2)=[C:12]([C:15](=[O:17])[CH3:16])[C:11]([F:18])=[CH:10][CH:9]=3)[CH2:3][CH2:2]1.FC(F)(F)S(O[Si](C(C)(C)C)(C)C)(=O)=O.C1C(=O)N([Br:42])C(=O)C1. The catalyst is C(Cl)Cl.C([O-])(O)=O.[Na+]. The product is [Br:42][CH2:16][C:15]([C:12]1[C:11]([F:18])=[CH:10][CH:9]=[C:8]2[C:13]=1[N:14]=[C:5]([NH:4][CH:1]1[CH2:2][CH2:3]1)[C:6]([CH3:19])=[N:7]2)=[O:17]. The yield is 0.630. (2) The reactants are C([O:5][C:6](=O)[NH:7][C:8]1([C:11](=[O:29])[NH:12][C:13]2[CH:18]=[CH:17][C:16]([C:19]3[CH:24]=[CH:23][CH:22]=[CH:21][C:20]=3[S:25]([CH3:28])(=[O:27])=[O:26])=[CH:15][CH:14]=2)[CH2:10][CH2:9]1)(C)(C)C.C(O)(C(F)(F)F)=O.C(N(CC)CC)C.[Cl:45][C:46]1[CH:51]=[CH:50][C:49]([N:52]=C=O)=[CH:48][CH:47]=1. The catalyst is C(Cl)Cl. The product is [CH3:28][S:25]([C:20]1[CH:21]=[CH:22][CH:23]=[CH:24][C:19]=1[C:16]1[CH:17]=[CH:18][C:13]([NH:12][C:11]([C:8]2([NH:7][C:6]([NH:52][C:49]3[CH:50]=[CH:51][C:46]([Cl:45])=[CH:47][CH:48]=3)=[O:5])[CH2:9][CH2:10]2)=[O:29])=[CH:14][CH:15]=1)(=[O:26])=[O:27]. The yield is 0.800. (3) The reactants are [Cl:1][C:2]1[CH:9]=[CH:8][C:7]([C:10]([F:13])([F:12])[F:11])=[CH:6][C:3]=1[CH:4]=O.[NH:14]1[CH2:19][CH2:18][CH2:17][CH2:16][CH2:15]1. The catalyst is C1COCC1. The product is [ClH:1].[Cl:1][C:2]1[CH:9]=[CH:8][C:7]([C:10]([F:13])([F:12])[F:11])=[CH:6][C:3]=1[CH2:4][N:14]1[CH2:19][CH2:18][CH2:17][CH2:16][CH2:15]1. The yield is 0.460. (4) The reactants are [C:1]1([C:7]2[O:8][CH:9]=[C:10]([CH2:12]Cl)[N:11]=2)[CH:6]=[CH:5][CH:4]=[CH:3][CH:2]=1.[NH2:14][C:15]1[CH:24]=[CH:23][C:22]2[C:21]([OH:25])=[CH:20][CH:19]=[CH:18][C:17]=2[CH:16]=1.[S:26](O[S:26]([C:29]([F:32])([F:31])[F:30])(=[O:28])=[O:27])([C:29]([F:32])([F:31])[F:30])(=[O:28])=[O:27]. No catalyst specified. The product is [C:1]1([C:7]2[O:8][CH:9]=[C:10]([CH2:12][O:25][C:21]3[CH:20]=[CH:19][CH:18]=[C:17]4[C:22]=3[CH:23]=[CH:24][C:15]([NH:14][S:26]([C:29]([F:32])([F:31])[F:30])(=[O:28])=[O:27])=[CH:16]4)[N:11]=2)[CH:6]=[CH:5][CH:4]=[CH:3][CH:2]=1. The yield is 0.350. (5) The reactants are [CH3:1][O:2][C:3]1[CH:4]=[C:5]([C:11]2([CH:14]=O)[CH2:13][CH2:12]2)[CH:6]=[CH:7][C:8]=1[O:9][CH3:10].S([O-])([O-])(=O)=O.[Na+].[Na+].[I-].[Na+].C[Si](Cl)(C)C.[CH:30]([C:32](C)=[O:33])=C.[CH3:35][N:36]([CH:38]=O)[CH3:37]. The catalyst is ClC(Cl)C. The product is [CH3:1][O:2][C:3]1[CH:4]=[C:5]([C@@:11]23[CH2:13][CH2:12][C:32](=[O:33])[CH2:30][C@@H:37]2[N:36]([CH3:35])[CH2:38][CH2:14]3)[CH:6]=[CH:7][C:8]=1[O:9][CH3:10]. The yield is 0.400. (6) The reactants are [F:1][C:2]1[C:7]([OH:8])=[CH:6][CH:5]=[CH:4][N:3]=1.[OH-].[Na+].[Br:11]Br.S([O-])([O-])=O.[Na+].[Na+]. The catalyst is C(O)(=O)C.CCOC(C)=O.O. The product is [Br:11][C:4]1[N:3]=[C:2]([F:1])[C:7]([OH:8])=[CH:6][CH:5]=1. The yield is 0.363. (7) The reactants are [CH3:1][O:2][C:3]1[CH:8]=[CH:7][C:6]([CH2:9][C:10]([NH:12][C:13]2[CH:21]=[CH:20][C:16]([C:17]([OH:19])=O)=[CH:15][CH:14]=2)=[O:11])=[CH:5][CH:4]=1.[NH2:22][C@@H:23]([C:31]1[CH:36]=[CH:35][C:34]([OH:37])=[CH:33][CH:32]=1)[C:24]([O:26][C:27]([CH3:30])([CH3:29])[CH3:28])=[O:25].CN(C(ON1N=NC2C=CC=NC1=2)=[N+](C)C)C.F[P-](F)(F)(F)(F)F. The catalyst is CN(C=O)C.CC(=O)OCC. The product is [OH:37][C:34]1[CH:33]=[CH:32][C:31]([C@H:23]([NH:22][C:17](=[O:19])[C:16]2[CH:15]=[CH:14][C:13]([NH:12][C:10](=[O:11])[CH2:9][C:6]3[CH:5]=[CH:4][C:3]([O:2][CH3:1])=[CH:8][CH:7]=3)=[CH:21][CH:20]=2)[C:24]([O:26][C:27]([CH3:29])([CH3:28])[CH3:30])=[O:25])=[CH:36][CH:35]=1. The yield is 1.00. (8) The reactants are Cl.[CH3:2][O:3][C:4](=[O:11])[C@@H:5]([CH2:7][CH:8]([CH3:10])[CH3:9])[NH2:6].[O-]S([O-])(=O)=O.[Mg+2].[F:18][C:19]1[CH:26]=[CH:25][C:22]([CH:23]=O)=[CH:21][CH:20]=1.[BH4-].[Na+]. The catalyst is CO.CCN(CC)CC.C1COCC1. The product is [F:18][C:19]1[CH:26]=[CH:25][C:22]([CH2:23][NH:6][C@H:5]([CH2:7][CH:8]([CH3:10])[CH3:9])[C:4]([O:3][CH3:2])=[O:11])=[CH:21][CH:20]=1. The yield is 0.620.